Dataset: Human Reference Interactome with 51,813 positive PPI pairs across 8,248 proteins, plus equal number of experimentally-validated negative pairs. Task: Binary Classification. Given two protein amino acid sequences, predict whether they physically interact or not. Protein 1 (ENSG00000060709) has sequence MREAAERRQQLQLEHDQALAVLSAKQQEIDLLQKSKVRELEEKCRTQSEQFNLLSRDLEKFRQHAGKIDLLGGSAVAPLDISTAPSKPFPQFMNGLATSLGKGQESAIGGSSAIGEYIRPLPQPGDRPEPLSAKPTFLSRSGSARCRSESDMENERNSNTSKQRYSGKVHLCVARYSYNPFDGPNENPEAELPLTAGKYLYVYGDMDEDGFYEGELLDGQRGLVPSNFVDFVQDNESRLASTLGNEQDQNFINHSGIGLEGEHILDLHSPTHIDAGITDNSAGTLDVNIDDIGEDIVPYP.... Protein 2 (ENSG00000174405) has sequence MAASQTSQTVASHVPFADLCSTLERIQKSKGRAEKIRHFREFLDSWRKFHDALHKNHKDVTDSFYPAMRLILPQLERERMAYGIKETMLAKLYIELLNLPRDGKDALKLLNYRTPTGTHGDAGDFAMIAYFVLKPRCLQKGSLTIQQVNDLLDSIASNNSAKRKDLIKKSLLQLITQSSALEQKWLIRMIIKDLKLGVSQQTIFSVFHNDAAELHNVTTDLEKVCRQLHDPSVGLSDISITLFSAFKPMLAAIADIEHIEKDMKHQSFYIETKLDGERMQMHKDGDVYKYFSRNGYNYTD.... Result: 0 (the proteins do not interact).